From a dataset of Peptide-MHC class I binding affinity with 185,985 pairs from IEDB/IMGT. Regression. Given a peptide amino acid sequence and an MHC pseudo amino acid sequence, predict their binding affinity value. This is MHC class I binding data. (1) The peptide sequence is IGVLLTWIGL. The MHC is HLA-A32:01 with pseudo-sequence HLA-A32:01. The binding affinity (normalized) is 0.0382. (2) The peptide sequence is KYIHCFRKPH. The MHC is HLA-A31:01 with pseudo-sequence HLA-A31:01. The binding affinity (normalized) is 0.765. (3) The peptide sequence is FGFNGTRAE. The MHC is Mamu-B52 with pseudo-sequence Mamu-B52. The binding affinity (normalized) is 0.355.